From a dataset of Reaction yield outcomes from USPTO patents with 853,638 reactions. Predict the reaction yield, written as a fraction of the theoretical maximum amount of product (1.0 means a 100% yield; for example, 0.34 means a 34% yield). The reactants are C(OC([NH:11][CH:12]1[N:18]=[C:17]([C:19]2[CH:24]=[CH:23][CH:22]=[CH:21][CH:20]=2)[C:16]2[CH:25]=[CH:26][CH:27]=[CH:28][C:15]=2[N:14]([CH2:29][CH2:30][CH2:31][C:32]([F:35])([F:34])[F:33])[C:13]1=[O:36])=O)C1C=CC=CC=1. The catalyst is C(Cl)Cl. The product is [NH2:11][CH:12]1[N:18]=[C:17]([C:19]2[CH:20]=[CH:21][CH:22]=[CH:23][CH:24]=2)[C:16]2[CH:25]=[CH:26][CH:27]=[CH:28][C:15]=2[N:14]([CH2:29][CH2:30][CH2:31][C:32]([F:34])([F:33])[F:35])[C:13]1=[O:36]. The yield is 1.00.